From a dataset of Experimentally validated miRNA-target interactions with 360,000+ pairs, plus equal number of negative samples. Binary Classification. Given a miRNA mature sequence and a target amino acid sequence, predict their likelihood of interaction. (1) The miRNA is hsa-miR-450a-1-3p with sequence AUUGGGAACAUUUUGCAUGUAU. The protein sequence of the target gene is MKPSGEDQAALAAGPWEECFQAAVQLALRAGQIIRKALTEEKRVSTKTSAADLVTETDHLVEDLIISELRERFPSHRFIAEEAAASGAKCVLTHSPTWIIDPIDGTCNFVHRFPTVAVSIGFAVRQELEFGVIYHCTEERLYTGRRGRGAFCNGQRLRVSGETDLSKALVLTEIGPKRDPATLKLFLSNMERLLHAKAHGVRVIGSSTLALCHLASGAADAYYQFGLHCWDLAAATVIIREAGGIVIDTSGGPLDLMACRVVAASTREMAMLIAQALQTINYGRDDEK. Result: 0 (no interaction). (2) The miRNA is hsa-miR-4667-5p with sequence ACUGGGGAGCAGAAGGAGAACC. The protein sequence of the target gene is MEDERGRERGGDAAQQKTPRPECEESRPLSVEKKQRCRLDGKETDGSKFISSNGSDFSDPVYKEIAMTNGCINRMSKEELRAKLSEFKLETRGVKDVLKKRLKNYYKKQKLMLKESSAGDSYYDYICIIDFEATCEEGNPAEFLHEIIEFPVVLLNTHTLEIEDTFQQYVRPEVNAQLSEFCIGLTGITQDQVDRADAFPQVLKKVIEWMKSKELGTKYKYCILTDGSWDMSKFLSIQCRLSRLKHPAFAKKWINIRKSYGNFYKVPRSQTKLTIMLEKLGMDYDGRPHSGLDDSKNIAR.... Result: 0 (no interaction). (3) The miRNA is hsa-miR-3675-3p with sequence CAUCUCUAAGGAACUCCCCCAA. The protein sequence of the target gene is MSRSVLEALTSSTAMQCVPSDGCAMLLRVRASITLHERLRGLEACAMSLDTQETQCQSVWVARASHRQQGGQQLQVHFGCFAVSVAQHLYVTLRTIPHFCGVQLDQRHLVEAGKLSYWVDRRRKAILVQVPRASGSPDYYLRLCLKRFTCEDAGAPVRVTANSVSQAVFLPYSQELPCLCLEGWSATPDAVRIQICPFENDTEALEVLWDTVYYHPESQTLSWEPACPVSGHVSLCWRPGPGAGCRKLQQSSQLVHRRVQYPLVDTQPQLCLKFSTSWGSWVRCPFEQRRFPTPPTSRCT.... Result: 0 (no interaction). (4) The miRNA is rno-miR-218a-5p with sequence UUGUGCUUGAUCUAACCAUGU. The protein sequence of the target gene is MAIEMQQIIELILAIFLPPLAIFIHGNDCNMHVAVNIILCFFFFVPAVIHALWYCFFRA. Result: 0 (no interaction). (5) The miRNA is mmu-miR-3087-3p with sequence UAACUCACUGUCAUGUCCUCA. The protein sequence of the target gene is MDSQKEALQRIISTLANKSDEIQNFIDTLNHTLKGVQENSSNILSELDEEFDSLYSILDDVKESMISTIKQEQVRKSQELQSQLSQCNNALENSEELLEFATRSLDIKEPEEFSKAARQIKDRVTMASAFRLSLKPKVSDNMTHLMVDFSQERQMLQTLKFLPVPKAPEIDPVECLVADNSVTVAWRMPEEDNKIDHFIMEYRKTNFDGLPRVKDERCWEVIDNIKGTEYTLSGLKFDSKYMNFRVRACNKAVAGDYSDPVTLETRALNFSLDNSSSHLNLKVEDSCVEWDPTGGKGQES.... Result: 1 (interaction). (6) The miRNA is mmu-miR-669b-5p with sequence AGUUUUGUGUGCAUGUGCAUGU. The protein sequence of the target gene is MTTGSVLPLLLLGLSGALRAHREDLTVREACKAGFSEEGYTALISPNVLEGEKLLKVEFSSCVGTKGMQYETNSLDFKVGADGTVFATRELKIPSEQVAFTVTARERQSAEQWAAMVRLLVAQTSSAHSEHKKGQTVALDPSQPPNDTLLPWPQHQSSGGLRRQKRDWVIPPINVPENSRGPFPQQLVRIRSDKDNDIPIRYSITGVGADQPPMEVFNIDSMSGRMYVTRPMDREERASYHLRAHAVDMNGNKVENPIDLYIYVIDMNDNRPEFINQVYNGSVDEGSKPGTYVMTVTAND.... Result: 1 (interaction). (7) The miRNA is mmu-miR-7028-3p with sequence CCUUCUCUUCCCCCUCGGCCAG. The protein sequence of the target gene is MAGIPGLLFLLFFLLCAVGQVSPYSAPWKPTWPAYRLPVVLPQSTLNLAKPDFGAEAKLEVSSSCGPQCHKGTPLPTYEEAKQYLSYETLYANGSRTETQVGIYILSSSGDGAQHRDSGSSGKSRRKRQIYGYDSRFSIFGKDFLLNYPFSTSVKLSTGCTGTLVAEKHVLTAAHCIHDGKTYVKGTQKLRVGFLKPKFKDGGRGANDSTSAMPEQMKFQWIRVKRTHVPKGWIKGNANDIGMDYDYALLELKKPHKRKFMKIGVSPPAKQLPGGRIHFSGYDNDRPGNLVYRFCDVKDE.... Result: 0 (no interaction).